The task is: Predict the reaction yield, written as a fraction of the theoretical maximum amount of product (1.0 means a 100% yield; for example, 0.34 means a 34% yield).. This data is from Reaction yield outcomes from USPTO patents with 853,638 reactions. (1) The reactants are CO[C:3]([C:5]1([C:9]2[CH:14]=[CH:13][C:12]([NH:15][C:16]3[N:21]=[C:20]([C:22]4[CH:27]=[CH:26][CH:25]=[CH:24][CH:23]=4)[CH:19]=[C:18]([NH:28][C@@H:29]([C:31]4[CH:36]=[CH:35][CH:34]=[CH:33][CH:32]=4)[CH3:30])[N:17]=3)=[CH:11][CH:10]=2)[CH2:8][CH2:7][CH2:6]1)=O.[OH-:37].[Na+].[CH3:39][OH:40]. No catalyst specified. The product is [C:22]1([C:20]2[CH:19]=[C:18]([NH:28][C@@H:29]([C:31]3[CH:36]=[CH:35][CH:34]=[CH:33][CH:32]=3)[CH3:30])[N:17]=[C:16]([NH:15][C:12]3[CH:11]=[CH:10][C:9]([C:5]4([CH2:3][C:39]([OH:40])=[O:37])[CH2:8][CH2:7][CH2:6]4)=[CH:14][CH:13]=3)[N:21]=2)[CH:23]=[CH:24][CH:25]=[CH:26][CH:27]=1. The yield is 0.950. (2) The reactants are [C:1]([O:5][C:6](=[O:9])[CH2:7][NH2:8])([CH3:4])([CH3:3])[CH3:2].[CH3:10][C:11]([CH3:17])([CH:15]=[CH2:16])[CH2:12][CH:13]=O. The catalyst is C(Cl)Cl. The product is [C:1]([O:5][C:6](=[O:9])[CH2:7]/[N:8]=[CH:16]/[CH2:15][C:11]([CH3:17])([CH3:10])[CH:12]=[CH2:13])([CH3:4])([CH3:3])[CH3:2]. The yield is 0.930.